This data is from Reaction yield outcomes from USPTO patents with 853,638 reactions. The task is: Predict the reaction yield, written as a fraction of the theoretical maximum amount of product (1.0 means a 100% yield; for example, 0.34 means a 34% yield). The reactants are [NH2:1][CH:2]1[CH2:5][N:4]([C:6]2[S:7][C:8]([C:12]([O:14][CH2:15][CH3:16])=[O:13])=[C:9]([CH3:11])[N:10]=2)[CH2:3]1.[Cl:17][C:18]1[N:19]=[C:20]([C:25](O)=[O:26])[NH:21][C:22]=1[CH2:23][CH3:24].CCN=C=NCCCN(C)C.Cl.ON1C2C=CC=CC=2N=N1.CN1CCOCC1. No catalyst specified. The product is [Cl:17][C:18]1[N:19]=[C:20]([C:25]([NH:1][CH:2]2[CH2:5][N:4]([C:6]3[S:7][C:8]([C:12]([O:14][CH2:15][CH3:16])=[O:13])=[C:9]([CH3:11])[N:10]=3)[CH2:3]2)=[O:26])[NH:21][C:22]=1[CH2:23][CH3:24]. The yield is 0.640.